Regression. Given a peptide amino acid sequence and an MHC pseudo amino acid sequence, predict their binding affinity value. This is MHC class I binding data. From a dataset of Peptide-MHC class I binding affinity with 185,985 pairs from IEDB/IMGT. The MHC is HLA-A33:01 with pseudo-sequence HLA-A33:01. The binding affinity (normalized) is 0.201. The peptide sequence is MFEQYFIYTY.